This data is from Peptide-MHC class I binding affinity with 185,985 pairs from IEDB/IMGT. The task is: Regression. Given a peptide amino acid sequence and an MHC pseudo amino acid sequence, predict their binding affinity value. This is MHC class I binding data. (1) The peptide sequence is RHPENPNLLI. The MHC is H-2-Db with pseudo-sequence H-2-Db. The binding affinity (normalized) is 0.0641. (2) The peptide sequence is QYPAFVLFI. The MHC is HLA-A26:01 with pseudo-sequence HLA-A26:01. The binding affinity (normalized) is 0.0847. (3) The peptide sequence is TYGPVFMCL. The MHC is HLA-A30:02 with pseudo-sequence HLA-A30:02. The binding affinity (normalized) is 0.00954. (4) The MHC is HLA-A11:01 with pseudo-sequence HLA-A11:01. The peptide sequence is MPASWVMRI. The binding affinity (normalized) is 0.0979. (5) The peptide sequence is LLSSNLSWL. The MHC is Patr-A0401 with pseudo-sequence Patr-A0401. The binding affinity (normalized) is 0.0334.